Dataset: Peptide-MHC class I binding affinity with 185,985 pairs from IEDB/IMGT. Task: Regression. Given a peptide amino acid sequence and an MHC pseudo amino acid sequence, predict their binding affinity value. This is MHC class I binding data. (1) The peptide sequence is RMIQNSLTI. The MHC is H-2-Db with pseudo-sequence H-2-Db. The binding affinity (normalized) is 0.923. (2) The peptide sequence is YSDPLALREF. The MHC is HLA-B35:01 with pseudo-sequence HLA-B35:01. The binding affinity (normalized) is 0.303.